From a dataset of Forward reaction prediction with 1.9M reactions from USPTO patents (1976-2016). Predict the product of the given reaction. (1) Given the reactants FC(F)(F)S(O[C:7]1[C:12]([C:13]#[N:14])=[C:11]([CH3:15])[C:10]([Br:16])=[C:9]([CH:17]2[CH2:19][CH2:18]2)[N:8]=1)(=O)=O.[CH3:22][C@@H:23]1[CH2:28][NH:27][CH2:26][CH2:25][NH:24]1.CCN(CC)CC, predict the reaction product. The product is: [Br:16][C:10]1[C:9]([CH:17]2[CH2:19][CH2:18]2)=[N:8][C:7]([N:27]2[CH2:26][CH2:25][NH:24][C@H:23]([CH3:22])[CH2:28]2)=[C:12]([C:11]=1[CH3:15])[C:13]#[N:14]. (2) Given the reactants CC1(C)C(C)(C)OB([C:9]2[CH:10]=C[C:12]([NH2:15])=[N:13][CH:14]=2)O1.Br[C:18]1[CH:19]=[CH:20][C:21]([CH2:24][C:25]([NH:27][C:28]2[CH:32]=[C:31]([C:33]([CH3:36])([CH3:35])[CH3:34])[O:30][N:29]=2)=[O:26])=[N:22][CH:23]=1.BrC1C=CC(NCCOC)=[N:42]C=1, predict the reaction product. The product is: [NH2:42][C:12]1[N:15]=[CH:10][C:9]([C:18]2[CH:19]=[CH:20][C:21]([CH2:24][C:25]([NH:27][C:28]3[CH:32]=[C:31]([C:33]([CH3:36])([CH3:35])[CH3:34])[O:30][N:29]=3)=[O:26])=[N:22][CH:23]=2)=[CH:14][N:13]=1. (3) Given the reactants [Cl:1][C:2]1[CH:3]=[C:4]([CH:10]([O:34]C)[CH2:11][NH:12][C:13]2[CH:18]=[CH:17][NH:16][C:15](=[O:19])[C:14]=2[C:20]2[NH:21][C:22]3[CH:28]=[C:27]([C:29]([NH:31][CH3:32])=[NH:30])[CH:26]=[C:25]([CH3:33])[C:23]=3[N:24]=2)[CH:5]=[CH:6][C:7]=1[O:8][CH3:9].[OH-].[Na+], predict the reaction product. The product is: [Cl:1][C:2]1[CH:3]=[C:4]([CH:10]([OH:34])[CH2:11][NH:12][C:13]2[CH:18]=[CH:17][NH:16][C:15](=[O:19])[C:14]=2[C:20]2[NH:21][C:22]3[CH:28]=[C:27]([C:29]([NH:31][CH3:32])=[NH:30])[CH:26]=[C:25]([CH3:33])[C:23]=3[N:24]=2)[CH:5]=[CH:6][C:7]=1[O:8][CH3:9]. (4) Given the reactants [H-].[Na+].[CH3:3][O:4][C:5](=[O:17])[CH2:6][C:7]1[CH:12]=[CH:11][CH:10]=[C:9]([S:13]([CH3:16])(=[O:15])=[O:14])[CH:8]=1.[F:18][C:19]1[CH:26]=[CH:25][C:22]([CH2:23]Br)=[CH:21][CH:20]=1, predict the reaction product. The product is: [CH3:3][O:4][C:5](=[O:17])[CH:6]([C:7]1[CH:12]=[CH:11][CH:10]=[C:9]([S:13]([CH3:16])(=[O:14])=[O:15])[CH:8]=1)[CH2:23][C:22]1[CH:25]=[CH:26][C:19]([F:18])=[CH:20][CH:21]=1. (5) Given the reactants [C:1](#[N:8])[CH2:2][CH2:3][CH2:4][CH2:5][C:6]#[N:7].N.[H][H].[O-2].[Al+3].[O-2].[O-2].[Al+3].[Si](=O)=O.[O-2].[Ca+2], predict the reaction product. The product is: [NH2:7][CH2:6][CH2:5][CH2:4][CH2:3][CH2:2][CH2:1][NH2:8].[NH2:7][CH:6]1[CH2:5][CH2:4][CH2:3][CH2:2][CH:1]1[NH2:8]. (6) Given the reactants [C:1]([CH2:3][C:4]1[CH:5]=[C:6]2[C:10](=[CH:11][CH:12]=1)[N:9]([C:13]1[CH:18]=[CH:17][CH:16]=[C:15]([C:19]#[C:20][C@:21]3([OH:28])[CH2:25][CH2:24][N:23]([CH3:26])[C:22]3=[O:27])[CH:14]=1)[N:8]=[C:7]2[C:29]([O:31]C)=O)#[N:2].[NH3:33], predict the reaction product. The product is: [C:1]([CH2:3][C:4]1[CH:5]=[C:6]2[C:10](=[CH:11][CH:12]=1)[N:9]([C:13]1[CH:18]=[CH:17][CH:16]=[C:15]([C:19]#[C:20][C@:21]3([OH:28])[CH2:25][CH2:24][N:23]([CH3:26])[C:22]3=[O:27])[CH:14]=1)[N:8]=[C:7]2[C:29]([NH2:33])=[O:31])#[N:2].